This data is from Forward reaction prediction with 1.9M reactions from USPTO patents (1976-2016). The task is: Predict the product of the given reaction. (1) Given the reactants [N:1]1[CH:6]=[CH:5][CH:4]=[C:3]([S:7](Cl)(=[O:9])=[O:8])[CH:2]=1.[NH2:11][C:12]1[CH:13]=[CH:14][CH:15]=[C:16]2[C:20]=1[C:19](=[O:21])[N:18]([CH2:22][CH2:23][C:24]1[CH:33]=[CH:32][C:31]3[C:26](=[CH:27][CH:28]=[CH:29][CH:30]=3)[N:25]=1)[CH2:17]2.C([O-])(O)=O.[Na+], predict the reaction product. The product is: [NH3:1].[O:21]=[C:19]1[C:20]2[C:16](=[CH:15][CH:14]=[CH:13][C:12]=2[NH:11][S:7]([C:3]2[CH:2]=[N:1][CH:6]=[CH:5][CH:4]=2)(=[O:9])=[O:8])[CH2:17][N:18]1[CH2:22][CH2:23][C:24]1[CH:33]=[CH:32][C:31]2[C:26](=[CH:27][CH:28]=[CH:29][CH:30]=2)[N:25]=1. (2) Given the reactants [CH2:1]([C:8]1[N:9]=[N:10][C:11]2[C:16]([C:17]=1[C:18]1[CH:19]=[C:20]([NH2:24])[CH:21]=[CH:22][CH:23]=1)=[CH:15][CH:14]=[CH:13][C:12]=2[Cl:25])[C:2]1[CH:7]=[CH:6][CH:5]=[CH:4][CH:3]=1.[Cl:26][C:27]1[CH:28]=[CH:29][C:30]([C:35]([F:38])([F:37])[F:36])=[C:31]([CH:34]=1)[CH:32]=O, predict the reaction product. The product is: [CH2:1]([C:8]1[N:9]=[N:10][C:11]2[C:16]([C:17]=1[C:18]1[CH:19]=[C:20]([NH:24][CH2:32][C:31]3[CH:34]=[C:27]([Cl:26])[CH:28]=[CH:29][C:30]=3[C:35]([F:37])([F:36])[F:38])[CH:21]=[CH:22][CH:23]=1)=[CH:15][CH:14]=[CH:13][C:12]=2[Cl:25])[C:2]1[CH:7]=[CH:6][CH:5]=[CH:4][CH:3]=1. (3) Given the reactants [CH2:1]([O:8][C:9]1[C:18]2[C:13](=[CH:14][CH:15]=[CH:16][CH:17]=2)[C:12]([Cl:19])=[CH:11][C:10]=1[CH2:20][CH:21]([OH:24])[CH2:22][OH:23])[C:2]1[CH:7]=[CH:6][CH:5]=[CH:4][CH:3]=1.[C:25]1([CH3:35])[CH:30]=[CH:29][C:28]([S:31](Cl)(=[O:33])=[O:32])=[CH:27][CH:26]=1.CC1C=CC(S(OCC2OC3C4CCCC=4C(C)=CC=3C2)(=O)=O)=CC=1, predict the reaction product. The product is: [CH3:35][C:25]1[CH:30]=[CH:29][C:28]([S:31]([O:23][CH2:22][CH:21]([OH:24])[CH2:20][C:10]2[CH:11]=[C:12]([Cl:19])[C:13]3[C:18](=[CH:17][CH:16]=[CH:15][CH:14]=3)[C:9]=2[O:8][CH2:1][C:2]2[CH:3]=[CH:4][CH:5]=[CH:6][CH:7]=2)(=[O:33])=[O:32])=[CH:27][CH:26]=1. (4) Given the reactants [CH:1]1([N:5]2[CH2:10][CH2:9][N:8]([C:11](=[O:19])[CH2:12][N:13]3[CH2:18][CH2:17][NH:16][CH2:15][CH2:14]3)[CH2:7][CH2:6]2)[CH2:4][CH2:3][CH2:2]1.[C:20](O)(=[O:27])[C:21]1[CH:26]=[CH:25][CH:24]=[CH:23][CH:22]=1.C1(C)C=CC=CC=1, predict the reaction product. The product is: [C:20]([N:16]1[CH2:15][CH2:14][N:13]([CH2:12][C:11]([N:8]2[CH2:9][CH2:10][N:5]([CH:1]3[CH2:2][CH2:3][CH2:4]3)[CH2:6][CH2:7]2)=[O:19])[CH2:18][CH2:17]1)(=[O:27])[C:21]1[CH:26]=[CH:25][CH:24]=[CH:23][CH:22]=1. (5) Given the reactants B(Br)(Br)Br.[CH3:5][C:6]1([CH:14]2[NH:20][C:19](=[O:21])[CH2:18][CH2:17][CH2:16][CH2:15]2)[CH:11]=[CH:10][CH:9]=[C:8]([O:12]C)[CH2:7]1, predict the reaction product. The product is: [CH3:5][C:6]1([CH:14]2[NH:20][C:19](=[O:21])[CH2:18][CH2:17][CH2:16][CH2:15]2)[CH:11]=[CH:10][CH:9]=[C:8]([OH:12])[CH2:7]1. (6) Given the reactants [C:1]1([C:15]2[CH:20]=[CH:19][CH:18]=[CH:17][CH:16]=2)[CH:6]=[CH:5][CH:4]=[CH:3][C:2]=1[C:7]1[CH:12]=[CH:11][CH:10]=[C:9]([O:13][CH3:14])[N:8]=1.II.C1OC1C, predict the reaction product. The product is: [CH3:14][O:13][C:9]1[CH:10]=[CH:11][C:12]2[C:7](=[C:2]3[CH:3]=[CH:4][CH:5]=[CH:6][C:1]3=[C:15]3[CH:20]=[CH:19][CH:18]=[CH:17][C:16]3=2)[N:8]=1. (7) Given the reactants [N+:1]([C:4]1[CH:11]=[CH:10][C:7]([CH:8]=O)=[CH:6][CH:5]=1)([O-:3])=[O:2].[N:12]1[CH:17]=[CH:16][CH:15]=[CH:14][C:13]=1[N:18]1[CH2:23][CH2:22][N:21]([C:24]2[N:25]=[CH:26][C:27]3[NH:32][C:31](=[O:33])[CH2:30][S:29][C:28]=3[N:34]=2)[CH2:20][CH2:19]1.C(N(CC)CC)C, predict the reaction product. The product is: [N+:1]([C:4]1[CH:11]=[CH:10][C:7](/[CH:8]=[C:30]2\[C:31](=[O:33])[NH:32][C:27]3[CH:26]=[N:25][C:24]([N:21]4[CH2:22][CH2:23][N:18]([C:13]5[CH:14]=[CH:15][CH:16]=[CH:17][N:12]=5)[CH2:19][CH2:20]4)=[N:34][C:28]=3[S:29]\2)=[CH:6][CH:5]=1)([O-:3])=[O:2]. (8) Given the reactants [OH:1][CH2:2][C:3]1[CH:8]=[CH:7][CH:6]=[CH:5][C:4]=1[CH2:9][C:10]#[N:11].N1C=CC=CC=1.[C:18](Cl)(=[O:21])[O:19][CH3:20], predict the reaction product. The product is: [C:18](=[O:21])([O:19][CH3:20])[O:1][CH2:2][C:3]1[CH:8]=[CH:7][CH:6]=[CH:5][C:4]=1[CH2:9][C:10]#[N:11]. (9) Given the reactants [F:1][C:2]1[CH:3]=[CH:4][C:5]2[N:9]=[C:8]([C@@H:10]([NH2:13])[CH2:11][CH3:12])[N:7]([C:14]3[CH:19]=[CH:18][CH:17]=[CH:16][CH:15]=3)[C:6]=2[CH:20]=1.Cl[C:22]1[N:30]=[CH:29][N:28]=[C:27]2[C:23]=1[N:24]=[CH:25][N:26]2C1CCCCO1.CCN(C(C)C)C(C)C, predict the reaction product. The product is: [F:1][C:2]1[CH:3]=[CH:4][C:5]2[N:9]=[C:8]([C@@H:10]([NH:13][C:22]3[N:30]=[CH:29][N:28]=[C:27]4[C:23]=3[NH:24][CH:25]=[N:26]4)[CH2:11][CH3:12])[N:7]([C:14]3[CH:15]=[CH:16][CH:17]=[CH:18][CH:19]=3)[C:6]=2[CH:20]=1. (10) Given the reactants C([Li])(C)(C)C.[CH3:6][CH2:7][CH2:8][CH2:9]C.[CH3:11][CH2:12][O:13][CH2:14][CH3:15], predict the reaction product. The product is: [CH2:6]([C:11]1[CH:15]=[CH:14][O:13][CH:12]=1)[CH2:7][CH2:8][CH3:9].